Dataset: Reaction yield outcomes from USPTO patents with 853,638 reactions. Task: Predict the reaction yield, written as a fraction of the theoretical maximum amount of product (1.0 means a 100% yield; for example, 0.34 means a 34% yield). (1) The reactants are [Br:1][C:2]1[CH:3]=[C:4]([NH:8][C:9]2[C:18]3[C:13](=[CH:14][C:15](F)=[CH:16][CH:17]=3)[N:12]=[CH:11][N:10]=2)[CH:5]=[CH:6][CH:7]=1.[NH2:20][CH2:21][CH2:22][CH2:23][N:24]1[CH2:29][CH2:28][O:27][CH2:26][CH2:25]1.C([O-])(O)=O.[Na+]. The catalyst is CS(C)=O.O. The product is [Br:1][C:2]1[CH:3]=[C:4]([NH:8][C:9]2[C:18]3[C:13](=[CH:14][C:15]([NH:20][CH2:21][CH2:22][CH2:23][N:24]4[CH2:29][CH2:28][O:27][CH2:26][CH2:25]4)=[CH:16][CH:17]=3)[N:12]=[CH:11][N:10]=2)[CH:5]=[CH:6][CH:7]=1. The yield is 0.780. (2) The reactants are [NH2:1][C:2]1[CH:7]=[CH:6][CH:5]=[CH:4][C:3]=1[NH:8][C:9]([NH:11][C:12]1[CH:17]=[CH:16][C:15]([F:18])=[CH:14][CH:13]=1)=[O:10].N1C=CC=CC=1.[C:25]1([CH3:35])[CH:30]=[CH:29][C:28]([S:31](Cl)(=[O:33])=[O:32])=[CH:27][CH:26]=1. The catalyst is C(OCC)(=O)C. The product is [F:18][C:15]1[CH:16]=[CH:17][C:12]([NH:11][C:9](=[O:10])[NH:8][C:3]2[CH:4]=[CH:5][CH:6]=[CH:7][C:2]=2[NH:1][S:31]([C:28]2[CH:29]=[CH:30][C:25]([CH3:35])=[CH:26][CH:27]=2)(=[O:33])=[O:32])=[CH:13][CH:14]=1. The yield is 0.750. (3) The reactants are [CH3:1][O:2][C:3]([C:5]1[O:9][C:8](Br)=[C:7]([Br:11])[CH:6]=1)=[O:4].[CH3:12][Zn]Cl. The catalyst is C1COCC1.Cl[Pd](Cl)([P](C1C=CC=CC=1)(C1C=CC=CC=1)C1C=CC=CC=1)[P](C1C=CC=CC=1)(C1C=CC=CC=1)C1C=CC=CC=1. The product is [CH3:1][O:2][C:3]([C:5]1[O:9][C:8]([CH3:12])=[C:7]([Br:11])[CH:6]=1)=[O:4]. The yield is 0.840. (4) The reactants are [F:1][C:2]1[CH:7]=[C:6]([N+:8]([O-])=O)[CH:5]=[C:4]([F:11])[C:3]=1[N:12]1[CH2:17][CH2:16][Si:15]([CH3:24])([C:18]2[CH:23]=[CH:22][CH:21]=[CH:20][CH:19]=2)[CH2:14][CH2:13]1.C([O-])(O)=O.[Na+].[C:30](Cl)([O:32][CH2:33][C:34]1[CH:39]=[CH:38][CH:37]=[CH:36][CH:35]=1)=[O:31]. The catalyst is C1COCC1.[Pd]. The product is [CH2:33]([O:32][C:30](=[O:31])[NH:8][C:6]1[CH:7]=[C:2]([F:1])[C:3]([N:12]2[CH2:17][CH2:16][Si:15]([CH3:24])([C:18]3[CH:23]=[CH:22][CH:21]=[CH:20][CH:19]=3)[CH2:14][CH2:13]2)=[C:4]([F:11])[CH:5]=1)[C:34]1[CH:39]=[CH:38][CH:37]=[CH:36][CH:35]=1. The yield is 0.710. (5) The reactants are [NH2:1][C:2]1[S:3][CH:4]=[C:5]2[C:10]=1[C:9](=[O:11])[N:8]([C:12]1[CH:17]=[CH:16][C:15]([Cl:18])=[CH:14][CH:13]=1)[N:7]=[C:6]2[C:19]([NH:21][CH:22](C)C)=[O:20].NC1SC=C2C=1C(=O)N(C1C=CC(Cl)=CC=1)N=C2C(O)=O.CN. The catalyst is C(O)C. The product is [NH2:1][C:2]1[S:3][CH:4]=[C:5]2[C:10]=1[C:9](=[O:11])[N:8]([C:12]1[CH:13]=[CH:14][C:15]([Cl:18])=[CH:16][CH:17]=1)[N:7]=[C:6]2[C:19]([NH:21][CH3:22])=[O:20]. The yield is 0.520.